This data is from Full USPTO retrosynthesis dataset with 1.9M reactions from patents (1976-2016). The task is: Predict the reactants needed to synthesize the given product. (1) Given the product [Cl:8][CH:4]([C:5](=[O:6])[CH2:7][C:22]([CH:17]1[CH2:21][CH2:20][CH2:19][CH2:18]1)([OH:36])[CH2:23][CH2:24][C:25]1[CH:30]=[CH:29][C:28]([O:31][CH:32]([CH3:34])[CH3:33])=[C:27]([F:35])[CH:26]=1)[C:3]([O:2][CH3:1])=[O:9], predict the reactants needed to synthesize it. The reactants are: [CH3:1][O:2][C:3](=[O:9])[CH:4]([Cl:8])[C:5]([CH3:7])=[O:6].[H-].[Na+].[Li]CCCC.[CH:17]1([C:22](=[O:36])[CH2:23][CH2:24][C:25]2[CH:30]=[CH:29][C:28]([O:31][CH:32]([CH3:34])[CH3:33])=[C:27]([F:35])[CH:26]=2)[CH2:21][CH2:20][CH2:19][CH2:18]1.BrC1C=CC(OC(C)C)=C(F)C=1.BrC1C=CC=CN=1. (2) Given the product [CH3:1][N:2]1[CH2:3][CH2:4][C:5]([CH2:19][NH:20][C:31](=[O:32])[C:30]2[CH:34]=[CH:35][CH:36]=[C:28]([C:25]3[N:24]=[C:23]([C:22]([F:38])([F:37])[F:21])[O:27][N:26]=3)[CH:29]=2)([C:8]2[S:9][CH:10]=[C:11]([C:13]3[CH:18]=[CH:17][CH:16]=[CH:15][CH:14]=3)[N:12]=2)[CH2:6][CH2:7]1, predict the reactants needed to synthesize it. The reactants are: [CH3:1][N:2]1[CH2:7][CH2:6][C:5]([CH2:19][NH2:20])([C:8]2[S:9][CH:10]=[C:11]([C:13]3[CH:18]=[CH:17][CH:16]=[CH:15][CH:14]=3)[N:12]=2)[CH2:4][CH2:3]1.[F:21][C:22]([F:38])([F:37])[C:23]1[O:27][N:26]=[C:25]([C:28]2[CH:29]=[C:30]([CH:34]=[CH:35][CH:36]=2)[C:31](O)=[O:32])[N:24]=1.